From a dataset of Reaction yield outcomes from USPTO patents with 853,638 reactions. Predict the reaction yield, written as a fraction of the theoretical maximum amount of product (1.0 means a 100% yield; for example, 0.34 means a 34% yield). (1) The reactants are [Cl:1][S:2]([C:5]1[CH:6]=[C:7]([CH:11]=[CH:12][CH:13]=1)[C:8](Cl)=[O:9])(=[O:4])=[O:3].N1C=CC=CC=1.[CH3:20][OH:21]. The catalyst is ClCCl. The product is [Cl:1][S:2]([C:5]1[CH:6]=[C:7]([CH:11]=[CH:12][CH:13]=1)[C:8]([O:21][CH3:20])=[O:9])(=[O:4])=[O:3]. The yield is 0.920. (2) The reactants are [Br:1][C:2]1[N:6]([CH3:7])[C:5]([CH2:8]O)=[N:4][CH:3]=1.BrC(Br)(Br)Br.C1(P(C2C=CC=CC=2)C2C=CC=CC=2)C=CC=CC=1.[H-].[Na+].[CH3:36][C:37]1[NH:38][CH:39]=[CH:40][N:41]=1. The catalyst is C1COCC1.CN(C=O)C. The product is [Br:1][C:2]1[N:6]([CH3:7])[C:5]([CH2:8][N:38]2[CH:39]=[CH:40][N:41]=[C:37]2[CH3:36])=[N:4][CH:3]=1. The yield is 0.520. (3) The reactants are [CH3:1][O:2][C:3]1[CH:4]=[C:5]([NH:11][C:12]2[C:13]([NH:22][S:23]([C:26]3[CH:27]=[N:28][CH:29]=[CH:30][CH:31]=3)(=[O:25])=[O:24])=[N:14][C:15]3[C:20]([N:21]=2)=[CH:19][CH:18]=[CH:17][CH:16]=3)[CH:6]=[C:7]([O:9][CH3:10])[CH:8]=1.[CH3:32][N:33]([CH3:37])[CH2:34][CH2:35][OH:36].[H-].[Na+]. The catalyst is CN(C=O)C. The product is [CH3:10][O:9][C:7]1[CH:6]=[C:5]([NH:11][C:12]2[C:13]([NH:22][S:23]([C:26]3[CH:27]=[N:28][C:29]([O:36][CH2:35][CH2:34][N:33]([CH3:37])[CH3:32])=[CH:30][CH:31]=3)(=[O:24])=[O:25])=[N:14][C:15]3[C:20]([N:21]=2)=[CH:19][CH:18]=[CH:17][CH:16]=3)[CH:4]=[C:3]([O:2][CH3:1])[CH:8]=1. The yield is 0.210. (4) The product is [CH3:35][N:36]([CH3:37])[CH2:25][CH2:24][O:23][C:16]1[C:15]2[C:14]3[C:22]4=[C:10]([O:9][CH2:8][CH:7]([C:1]5[CH:6]=[CH:5][CH:4]=[CH:3][CH:2]=5)[N:21]4[C:20]=2[CH:19]=[CH:18][CH:17]=1)[CH:11]=[CH:12][CH:13]=3. The reactants are [C:1]1([CH:7]2[N:21]3[C:22]4[C:14]([C:15]5[C:16]([O:23][CH2:24][CH2:25]Cl)=[CH:17][CH:18]=[CH:19][C:20]=53)=[CH:13][CH:12]=[CH:11][C:10]=4[O:9][CH2:8]2)[CH:6]=[CH:5][CH:4]=[CH:3][CH:2]=1.C(=O)([O-])[O-].[K+].[K+].[I-].[Na+].[CH3:35][NH:36][CH3:37].C1COCC1. The catalyst is CN(C=O)C. The yield is 0.0800.